This data is from Full USPTO retrosynthesis dataset with 1.9M reactions from patents (1976-2016). The task is: Predict the reactants needed to synthesize the given product. (1) Given the product [CH2:9]([O:8][C:5]1[CH:6]=[CH:7][C:2]([N:11]2[CH2:16][CH2:15][CH:14]([C:17]3[CH:22]=[CH:21][C:20]([C@@H:23]([NH:25][C:26](=[O:28])[CH3:27])[CH3:24])=[CH:19][CH:18]=3)[CH2:13][CH2:12]2)=[N:3][CH:4]=1)[CH3:10], predict the reactants needed to synthesize it. The reactants are: Br[C:2]1[CH:7]=[CH:6][C:5]([O:8][CH2:9][CH3:10])=[CH:4][N:3]=1.[NH:11]1[CH2:16][CH2:15][CH:14]([C:17]2[CH:22]=[CH:21][C:20]([C@@H:23]([NH:25][C:26](=[O:28])[CH3:27])[CH3:24])=[CH:19][CH:18]=2)[CH2:13][CH2:12]1. (2) Given the product [CH3:1][O:2][CH:3]1[CH2:8][CH2:7][CH2:6][CH:5]([NH2:26])[CH2:4]1, predict the reactants needed to synthesize it. The reactants are: [CH3:1][O:2][CH:3]1[CH2:8][CH2:7][CH2:6][CH:5](C(O)=O)[CH2:4]1.C1(P([N:26]=[N+]=[N-])(C2C=CC=CC=2)=O)C=CC=CC=1.C(N(CC)CC)C.C[Si](C)(C)[O-].[Na+]. (3) Given the product [O:15]1[CH2:16][CH:17]=[C:18]([C:2]2[C:7]3=[N:8][C:9]([C:12]([NH2:14])=[O:13])=[CH:10][N:11]=[C:6]3[CH:5]=[N:4][CH:3]=2)[CH2:19][CH2:20]1, predict the reactants needed to synthesize it. The reactants are: Br[C:2]1[C:7]2=[N:8][C:9]([C:12]([NH2:14])=[O:13])=[CH:10][N:11]=[C:6]2[CH:5]=[N:4][CH:3]=1.[O:15]1[CH2:20][CH:19]=[C:18](B(O)O)[CH2:17][CH2:16]1.C(=O)([O-])[O-].[Cs+].[Cs+].O1CCOCC1. (4) Given the product [Br:27][C:23]1[C:22]([NH:8][C@@H:9]2[C@@H:14]3[CH2:15][C@@H:11]([CH:12]=[CH:13]3)[C@@H:10]2[C:16]([NH2:18])=[O:17])=[N:21][C:20]([NH:7][C:5]2[CH:4]=[N:3][N:2]([CH:1]3[CH2:33][CH2:32][CH2:31]3)[CH:6]=2)=[N:25][CH:24]=1, predict the reactants needed to synthesize it. The reactants are: [CH3:1][N:2]1[CH:6]=[C:5]([NH2:7])[CH:4]=[N:3]1.[NH2:8][C@@H:9]1[C@@H:14]2[CH2:15][C@@H:11]([CH:12]=[CH:13]2)[C@@H:10]1[C:16]([NH2:18])=[O:17].Cl[C:20]1[N:25]=[C:24](Cl)[C:23]([Br:27])=[CH:22][N:21]=1.ClC1N=[C:33](Cl)[C:32](F)=[CH:31]N=1. (5) The reactants are: [N+:1]([C:4]1[CH:13]=[CH:12][C:7]([CH2:8][N:9]([CH3:11])[CH3:10])=[CH:6][CH:5]=1)([O-])=O. Given the product [NH2:1][C:4]1[CH:5]=[CH:6][C:7]([CH2:8][N:9]([CH3:11])[CH3:10])=[CH:12][CH:13]=1, predict the reactants needed to synthesize it. (6) Given the product [CH2:1]([C@@H:8]1[CH2:12][O:11][C:10](=[O:13])[N:9]1[C:28]([CH:26]1[CH2:27][CH:25]1[C:19]1[CH:20]=[CH:21][C:22]([O:23][CH3:24])=[C:17]([F:16])[CH:18]=1)=[O:29])[C:2]1[CH:3]=[CH:4][CH:5]=[CH:6][CH:7]=1, predict the reactants needed to synthesize it. The reactants are: [CH2:1]([C@@H:8]1[CH2:12][O:11][C:10](=[O:13])[NH:9]1)[C:2]1[CH:7]=[CH:6][CH:5]=[CH:4][CH:3]=1.[H-].[Na+].[F:16][C:17]1[CH:18]=[C:19]([CH:25]2[CH2:27][CH:26]2[C:28](Cl)=[O:29])[CH:20]=[CH:21][C:22]=1[O:23][CH3:24].[NH4+].[Cl-]. (7) Given the product [CH:10]1[C:15]2[C:25]3[C:24](=[N:21][C:22]4[C:23]5[C:28]([C:29]6[C:34]([C:35]=4[N:36]=3)=[CH:33][CH:32]=[CH:31][CH:30]=6)=[CH:27][CH:26]=[CH:25][CH:24]=5)[C:23]3[C:22](=[CH:35][CH:34]=[CH:29][CH:28]=3)[C:14]=2[CH:13]=[CH:12][CH:11]=1, predict the reactants needed to synthesize it. The reactants are: O.O.O.O.O.O.O.O.O=[C:10]1[C:15](=O)[C:14](=O)[C:13](=O)[C:12](=O)[C:11]1=O.[NH2:21][C:22]1[C:23]2[C:28]([C:29]3[CH:30]=[CH:31][CH:32]=[CH:33][C:34]=3[C:35]=1[NH2:36])=[CH:27][CH:26]=[CH:25][CH:24]=2.